This data is from Full USPTO retrosynthesis dataset with 1.9M reactions from patents (1976-2016). The task is: Predict the reactants needed to synthesize the given product. (1) The reactants are: Br[C:2]1[CH:7]=[CH:6][CH:5]=[CH:4][N:3]=1.[NH2:8][C:9]1[CH:14]=[CH:13][C:12]([N+:15]([O-:17])=[O:16])=[CH:11][N:10]=1.C1(P(C2C=CC=CC=2)CCCP(C2C=CC=CC=2)C2C=CC=CC=2)C=CC=CC=1.CC(C)([O-])C.[Na+]. Given the product [N+:15]([C:12]1[CH:13]=[CH:14][C:9]([NH:8][C:2]2[CH:7]=[CH:6][CH:5]=[CH:4][N:3]=2)=[N:10][CH:11]=1)([O-:17])=[O:16], predict the reactants needed to synthesize it. (2) Given the product [NH2:20][C:2]1[C:7]2[NH:8][C:9](=[S:19])[N:10]([CH2:11][CH2:12][NH:13][CH2:14][C:15]([CH3:18])([CH3:17])[CH3:16])[C:6]=2[CH:5]=[CH:4][N:3]=1, predict the reactants needed to synthesize it. The reactants are: Cl[C:2]1[C:7]2[NH:8][C:9](=[S:19])[N:10]([CH2:11][CH2:12][NH:13][CH2:14][C:15]([CH3:18])([CH3:17])[CH3:16])[C:6]=2[CH:5]=[CH:4][N:3]=1.[NH2-:20].[Na+].N.O. (3) Given the product [CH2:43]([O:45][P:46]([CH2:2][C:3]1[CH:8]=[C:7]([O:9][CH3:10])[C:6]([N+:11]([O-:13])=[O:12])=[CH:5][C:4]=1[Cl:14])(=[O:50])[O:47][CH2:48][CH3:49])[CH3:44], predict the reactants needed to synthesize it. The reactants are: Br[CH2:2][C:3]1[CH:8]=[C:7]([O:9][CH3:10])[C:6]([N+:11]([O-:13])=[O:12])=[CH:5][C:4]=1[Cl:14].ClC1C=C([N+]([O-])=O)C(OC)=CC=1C.ClC1C=C([N+]([O-])=O)C(OC)=CC=1C(Br)Br.[CH2:43]([O:45][P:46]([O:50]CC)[O:47][CH2:48][CH3:49])[CH3:44]. (4) Given the product [C:1]1([C:7]2[CH:8]=[C:9]([N:16]3[CH2:21][CH2:20][N:19]([CH3:22])[CH2:18][CH2:17]3)[CH:10]=[CH:11][C:12]=2[NH:13][C:32]([C:30]2[O:31][C:27]([C:25]#[N:26])=[CH:28][CH:29]=2)=[O:33])[CH2:6][CH2:5][CH2:4][CH2:3][CH:2]=1, predict the reactants needed to synthesize it. The reactants are: [C:1]1([C:7]2[CH:8]=[C:9]([N:16]3[CH2:21][CH2:20][N:19]([CH3:22])[CH2:18][CH2:17]3)[CH:10]=[CH:11][C:12]=2[N+:13]([O-])=O)[CH2:6][CH2:5][CH2:4][CH2:3][CH:2]=1.[NH4+].[Cl-].[C:25]([C:27]1[O:31][C:30]([C:32](O)=[O:33])=[CH:29][CH:28]=1)#[N:26].C(Cl)(=O)C(Cl)=O.CCN(C(C)C)C(C)C.